From a dataset of Catalyst prediction with 721,799 reactions and 888 catalyst types from USPTO. Predict which catalyst facilitates the given reaction. (1) Product: [Cl:35][C:32]1[N:33]=[CH:34][C:29]([NH:28][C:2]2[N:3]=[C:4]([N:14]3[C:18]4[CH:19]=[CH:20][CH:21]=[C:22]([O:23][CH3:24])[C:17]=4[N:16]=[C:15]3[CH:25]([F:26])[F:27])[N:5]=[C:6]([N:8]3[CH2:13][CH2:12][O:11][CH2:10][CH2:9]3)[N:7]=2)=[CH:30][N:31]=1. The catalyst class is: 231. Reactant: Cl[C:2]1[N:7]=[C:6]([N:8]2[CH2:13][CH2:12][O:11][CH2:10][CH2:9]2)[N:5]=[C:4]([N:14]2[C:18]3[CH:19]=[CH:20][CH:21]=[C:22]([O:23][CH3:24])[C:17]=3[N:16]=[C:15]2[CH:25]([F:27])[F:26])[N:3]=1.[NH2:28][C:29]1[CH:30]=[N:31][C:32]([Cl:35])=[N:33][CH:34]=1.C1C=CC(P(C2C(C3C(P(C4C=CC=CC=4)C4C=CC=CC=4)=CC=C4C=3C=CC=C4)=C3C(C=CC=C3)=CC=2)C2C=CC=CC=2)=CC=1.C([O-])([O-])=O.[Cs+].[Cs+].C([O-])(O)=O.[Na+]. (2) Reactant: [CH3:1][C:2]1[C:3]([C:8]([O:10][CH2:11][CH3:12])=[O:9])=[N:4][CH:5]=[CH:6][CH:7]=1.ClC1C=CC=C(C(OO)=[O:21])C=1. Product: [CH3:1][C:2]1[CH:7]=[CH:6][CH:5]=[N+:4]([O-:21])[C:3]=1[C:8]([O:10][CH2:11][CH3:12])=[O:9]. The catalyst class is: 4. (3) Reactant: CO.[BH4-].[Na+].ClCCl.[CH:8]1([C:13]2[C:23]([C:24]([C:26]3[N:31]=[C:30]([C:32]([O:34][CH3:35])=[O:33])[CH:29]=[CH:28][CH:27]=3)=[O:25])=[C:16]3[CH:17]=[CH:18][C:19]([O:21][CH3:22])=[CH:20][N:15]3[N:14]=2)[CH2:12][CH2:11][CH2:10][CH2:9]1. Product: [CH:8]1([C:13]2[C:23]([CH:24]([OH:25])[C:26]3[N:31]=[C:30]([C:32]([O:34][CH3:35])=[O:33])[CH:29]=[CH:28][CH:27]=3)=[C:16]3[CH:17]=[CH:18][C:19]([O:21][CH3:22])=[CH:20][N:15]3[N:14]=2)[CH2:12][CH2:11][CH2:10][CH2:9]1. The catalyst class is: 6. (4) Reactant: [CH3:1][C:2]1[CH:3]=[CH:4][C:5]2[O:10][CH2:9][C:8](=[O:11])[NH:7][C:6]=2[CH:12]=1.[H-].[Na+].CS(O[CH2:20][CH2:21][N:22]1[CH2:27][CH2:26][CH:25]([NH:28][C:29]([O:31][C:32]([CH3:35])([CH3:34])[CH3:33])=[O:30])[CH2:24][CH2:23]1)(=O)=O.COC1C=C2C(C=CC(=O)N2CCN2CCC(NC(=O)OC(C)(C)C)CC2)=CC=1. Product: [CH3:1][C:2]1[CH:3]=[CH:4][C:5]2[O:10][CH2:9][C:8](=[O:11])[N:7]([CH2:20][CH2:21][N:22]3[CH2:27][CH2:26][CH:25]([NH:28][C:29](=[O:30])[O:31][C:32]([CH3:35])([CH3:34])[CH3:33])[CH2:24][CH2:23]3)[C:6]=2[CH:12]=1. The catalyst class is: 98. (5) Reactant: C1N=CN(C(N2C=NC=C2)=O)C=1.[NH2:13][C:14]1[C:22]([Cl:23])=[CH:21][C:17]([C:18]([OH:20])=[O:19])=[C:16]([O:24][CH3:25])[CH:15]=1.[CH:26]1([CH2:32][N:33]2[CH2:38][CH2:37][CH:36]([CH2:39]O)[CH2:35][CH2:34]2)[CH2:31][CH2:30][CH2:29][CH2:28][CH2:27]1.[H-].[Na+]. Product: [NH2:13][C:14]1[C:22]([Cl:23])=[CH:21][C:17]([C:18]([O:20][CH2:39][CH:36]2[CH2:37][CH2:38][N:33]([CH2:32][CH:26]3[CH2:31][CH2:30][CH2:29][CH2:28][CH2:27]3)[CH2:34][CH2:35]2)=[O:19])=[C:16]([O:24][CH3:25])[CH:15]=1. The catalyst class is: 674.